This data is from Forward reaction prediction with 1.9M reactions from USPTO patents (1976-2016). The task is: Predict the product of the given reaction. (1) Given the reactants [CH3:1][O:2][C:3]1[CH:11]=[C:10]2[C:6]([CH2:7][N:8]([CH:13]([CH:19]([CH3:21])[CH3:20])[C:14]([O:16]CC)=[O:15])[C:9]2=[O:12])=[CH:5][CH:4]=1.[OH-].[Na+], predict the reaction product. The product is: [CH3:1][O:2][C:3]1[CH:11]=[C:10]2[C:6]([CH2:7][N:8]([CH:13]([CH:19]([CH3:21])[CH3:20])[C:14]([OH:16])=[O:15])[C:9]2=[O:12])=[CH:5][CH:4]=1. (2) The product is: [CH3:33][C:26]([O:25][C:24]1[CH:34]=[CH:35][C:21]([CH2:20][CH2:19][NH:18][C:2]2[C:3](=[O:17])[N:4]([CH3:16])[C:5](=[O:15])[N:6]([CH2:8][CH2:9][CH2:10][C:11]([F:14])([F:13])[F:12])[N:7]=2)=[CH:22][CH:23]=1)([CH3:32])[C:27]([O:29][CH2:30][CH3:31])=[O:28]. Given the reactants Br[C:2]1[C:3](=[O:17])[N:4]([CH3:16])[C:5](=[O:15])[N:6]([CH2:8][CH2:9][CH2:10][C:11]([F:14])([F:13])[F:12])[N:7]=1.[NH2:18][CH2:19][CH2:20][C:21]1[CH:35]=[CH:34][C:24]([O:25][C:26]([CH3:33])([CH3:32])[C:27]([O:29][CH2:30][CH3:31])=[O:28])=[CH:23][CH:22]=1, predict the reaction product.